From a dataset of Full USPTO retrosynthesis dataset with 1.9M reactions from patents (1976-2016). Predict the reactants needed to synthesize the given product. (1) Given the product [CH3:1][O:2][C:3](=[O:13])[C:4]1[CH:9]=[C:8]([Br:10])[C:7]([O:11][CH2:20][C:21]2[CH:26]=[CH:25][CH:24]=[CH:23][CH:22]=2)=[CH:6][C:5]=1[OH:12], predict the reactants needed to synthesize it. The reactants are: [CH3:1][O:2][C:3](=[O:13])[C:4]1[CH:9]=[C:8]([Br:10])[C:7]([OH:11])=[CH:6][C:5]=1[OH:12].C([O-])([O-])=O.[Cs+].[Cs+].[CH2:20](Br)[C:21]1[CH:26]=[CH:25][CH:24]=[CH:23][CH:22]=1. (2) Given the product [Cl:1][C:2]1[CH:9]=[C:6]2[C:5](=[CH:4][CH:3]=1)[O:10][C:22](=[O:23])[C:21]([S:18]([NH:17][C:16]1[CH:25]=[CH:26][C:13]([O:12][CH3:11])=[CH:14][CH:15]=1)(=[O:20])=[O:19])=[CH:7]2, predict the reactants needed to synthesize it. The reactants are: [Cl:1][C:2]1[CH:9]=[C:6]([CH:7]=O)[C:5]([OH:10])=[CH:4][CH:3]=1.[CH3:11][O:12][C:13]1[CH:26]=[CH:25][C:16]([NH:17][S:18]([CH2:21][C:22](O)=[O:23])(=[O:20])=[O:19])=[CH:15][CH:14]=1. (3) Given the product [C:9]([N:6]1[CH:7]=[CH:8][C:3](=[O:2])[CH2:4][CH:5]1[C:25]1[CH:30]=[CH:29][CH:28]=[CH:27][CH:26]=1)(=[O:11])[CH3:10], predict the reactants needed to synthesize it. The reactants are: C[O:2][C:3]1[CH:8]=[CH:7][N:6]=[CH:5][CH:4]=1.[C:9](Cl)(=[O:11])[CH3:10].[Si](OS(C(F)(F)F)(=O)=O)(C)(C)C.[C:25]1([Mg]Cl)[CH:30]=[CH:29][CH:28]=[CH:27][CH:26]=1. (4) Given the product [CH:1]1([CH2:7][CH2:8][CH:9]2[O:13][CH:12]([CH:14]([OH:24])[CH2:15][CH2:16][NH:17][C:18](=[O:23])[C:19]([F:21])([F:22])[F:20])[CH2:11][CH2:10]2)[CH2:6][CH2:5][CH2:4][CH2:3][CH2:2]1, predict the reactants needed to synthesize it. The reactants are: [CH:1]1(/[CH:7]=[CH:8]/[C:9]2[O:13][C:12]([CH:14]([OH:24])[CH2:15][CH2:16][NH:17][C:18](=[O:23])[C:19]([F:22])([F:21])[F:20])=[CH:11][CH:10]=2)[CH2:6][CH2:5][CH2:4][CH2:3][CH2:2]1.